From a dataset of Forward reaction prediction with 1.9M reactions from USPTO patents (1976-2016). Predict the product of the given reaction. Given the reactants [Br:1][C:2]1[C:3](=[O:17])[N:4]([CH2:9][C:10]2[CH:15]=[CH:14][C:13]([Cl:16])=[CH:12][CH:11]=2)[C:5](=[O:8])[NH:6][N:7]=1.[C:18]([C:20]1[CH:21]=[C:22](B(O)O)[CH:23]=[CH:24][CH:25]=1)#[N:19].N1C=CC=CC=1.[N+]1([O-])C=CC=CC=1, predict the reaction product. The product is: [Cl:16][C:13]1[CH:14]=[CH:15][C:10]([CH2:9][N:4]2[C:3](=[O:17])[C:2]([Br:1])=[N:7][N:6]([C:24]3[CH:25]=[C:20]([CH:21]=[CH:22][CH:23]=3)[C:18]#[N:19])[C:5]2=[O:8])=[CH:11][CH:12]=1.